From a dataset of Forward reaction prediction with 1.9M reactions from USPTO patents (1976-2016). Predict the product of the given reaction. (1) Given the reactants [CH3:1][C:2]1[CH:11]=[CH:10][C:5]([O:6][CH2:7][C:8]#[N:9])=[CH:4][CH:3]=1.C[O-].[Na+].Cl.Cl.[NH2:17][C:18]1[C:23](N)=[CH:22][CH:21]=[CH:20][C:19]=1[OH:25], predict the reaction product. The product is: [OH:25][C:19]1[C:18]2[NH:17][C:8]([CH2:7][O:6][C:5]3[CH:10]=[CH:11][C:2]([CH3:1])=[CH:3][CH:4]=3)=[N:9][C:23]=2[CH:22]=[CH:21][CH:20]=1. (2) The product is: [B:13]([CH2:18][CH2:19][CH2:20][CH3:21])([CH2:22][CH2:23][CH2:24][CH3:25])[CH2:14][CH2:15][CH2:16][CH3:17].[O:26]=[O:27]. Given the reactants C[SiH](C)CCC(F)(C=C)C(F)F.[B:13]([CH2:22][CH2:23][CH2:24][CH3:25])([CH2:18][CH2:19][CH2:20][CH3:21])[CH2:14][CH2:15][CH2:16][CH3:17].[O:26]=[O:27], predict the reaction product. (3) The product is: [Br:22][C:23]1[CH:24]=[N:25][N:26]([C:2]2[N:7]=[C:6]([C:8]([F:11])([F:10])[F:9])[CH:5]=[C:4]([C:12]3[CH:17]=[CH:16][C:15]([C:18]([F:21])([F:20])[F:19])=[CH:14][CH:13]=3)[N:3]=2)[CH:27]=1. Given the reactants Cl[C:2]1[N:7]=[C:6]([C:8]([F:11])([F:10])[F:9])[CH:5]=[C:4]([C:12]2[CH:17]=[CH:16][C:15]([C:18]([F:21])([F:20])[F:19])=[CH:14][CH:13]=2)[N:3]=1.[Br:22][C:23]1[CH:24]=[N:25][NH:26][CH:27]=1, predict the reaction product. (4) Given the reactants Cl[C:2]1[CH:3]=[C:4]([NH:10][C:11]2[CH:16]=[CH:15][N:14]=[CH:13][N:12]=2)[C:5](=[O:9])[N:6]([CH3:8])[N:7]=1.CC1(C)C(C)(C)[O:21][B:20](B2OC(C)(C)C(C)(C)O2)[O:19]1.CC(C1C=C(C(C)C)C(C2C=CC=CC=2P(C2CCCCC2)C2CCCCC2)=C(C(C)C)C=1)C.C([O-])(=O)C.[K+], predict the reaction product. The product is: [CH3:8][N:6]1[C:5](=[O:9])[C:4]([NH:10][C:11]2[CH:16]=[CH:15][N:14]=[CH:13][N:12]=2)=[CH:3][C:2]([B:20]([OH:21])[OH:19])=[N:7]1. (5) Given the reactants [CH2:1]([O:3][P:4]([CH:9](O)[C:10]1[CH:15]=[CH:14][C:13]([NH:16][C:17]2[N:22]=[C:21]([NH:23][C:24]3[CH:29]=[CH:28][CH:27]=[CH:26][C:25]=3[C:30](=[O:33])[NH:31][CH3:32])[C:20]([C:34]([F:37])([F:36])[F:35])=[CH:19][N:18]=2)=[CH:12][CH:11]=1)(=[O:8])[O:5][CH2:6][CH3:7])[CH3:2].CCN(S(F)(F)[F:45])CC.C([O-])(O)=O.[Na+], predict the reaction product. The product is: [CH2:1]([O:3][P:4]([CH:9]([F:45])[C:10]1[CH:15]=[CH:14][C:13]([NH:16][C:17]2[N:22]=[C:21]([NH:23][C:24]3[CH:29]=[CH:28][CH:27]=[CH:26][C:25]=3[C:30](=[O:33])[NH:31][CH3:32])[C:20]([C:34]([F:35])([F:37])[F:36])=[CH:19][N:18]=2)=[CH:12][CH:11]=1)(=[O:8])[O:5][CH2:6][CH3:7])[CH3:2]. (6) Given the reactants [CH3:1][C:2]1[CH:28]=[C:27]([CH3:29])[CH:26]=[C:25]([CH3:30])[C:3]=1[NH:4][CH2:5][C:6]1[CH:15]=[CH:14][C:13]2[C:8](=[CH:9][CH:10]=[CH:11][CH:12]=2)[C:7]=1B1OC(C)(C)C(C)(C)O1.Br[C:32]1[N:37]=[C:36]([C:38]([NH:41][C:42]2[C:47]([CH3:48])=[CH:46][C:45]([CH3:49])=[CH:44][C:43]=2[CH3:50])([CH3:40])[CH3:39])[CH:35]=[CH:34][CH:33]=1.C([O-])([O-])=O.[Na+].[Na+].O, predict the reaction product. The product is: [C:43]1([CH3:50])[CH:44]=[C:45]([CH3:49])[CH:46]=[C:47]([CH3:48])[C:42]=1[NH:41][C:38]([C:36]1[N:37]=[C:32]([C:7]2[C:8]3[C:13](=[CH:12][CH:11]=[CH:10][CH:9]=3)[CH:14]=[CH:15][C:6]=2[CH2:5][NH:4][C:3]2[C:2]([CH3:1])=[CH:28][C:27]([CH3:29])=[CH:26][C:25]=2[CH3:30])[CH:33]=[CH:34][CH:35]=1)([CH3:40])[CH3:39]. (7) Given the reactants O=C1CCC(=O)N1O[C:9]([C:11]1[O:15][C:14]([CH:16]2[CH2:21][CH2:20][CH2:19][CH2:18][CH2:17]2)=[N:13][C:12]=1[CH2:22][CH2:23][CH3:24])=[O:10].[N:25]1([C:31]2[N:36]=[CH:35][C:34]([NH2:37])=[CH:33][CH:32]=2)[CH2:30][CH2:29][O:28][CH2:27][CH2:26]1, predict the reaction product. The product is: [N:25]1([C:31]2[N:36]=[CH:35][C:34]([NH:37][C:9]([C:11]3[O:15][C:14]([CH:16]4[CH2:17][CH2:18][CH2:19][CH2:20][CH2:21]4)=[N:13][C:12]=3[CH2:22][CH2:23][CH3:24])=[O:10])=[CH:33][CH:32]=2)[CH2:30][CH2:29][O:28][CH2:27][CH2:26]1.